Dataset: Full USPTO retrosynthesis dataset with 1.9M reactions from patents (1976-2016). Task: Predict the reactants needed to synthesize the given product. (1) Given the product [F:21][C:2]1([F:1])[CH2:6][CH2:5][CH:4]([C:7]2[C:11]([CH2:12][OH:13])=[C:10]([C:17]([F:19])([F:20])[F:18])[S:9][N:8]=2)[CH2:3]1, predict the reactants needed to synthesize it. The reactants are: [F:1][C:2]1([F:21])[CH2:6][CH2:5][CH:4]([C:7]2[C:11]([C:12](OCC)=[O:13])=[C:10]([C:17]([F:20])([F:19])[F:18])[S:9][N:8]=2)[CH2:3]1.[H-].[H-].[H-].[H-].[Li+].[Al+3]. (2) Given the product [C:1]1([C@@H:7]([N:9]2[C@@H:14]([C:15]([O:17][CH2:18][CH3:19])=[O:16])[C@H:13]3[CH2:20][C@@H:10]2[CH2:11][CH2:12]3)[CH3:8])[CH:6]=[CH:5][CH:4]=[CH:3][CH:2]=1, predict the reactants needed to synthesize it. The reactants are: [C:1]1([C@@H:7]([N:9]2[C@@H:14]([C:15]([O:17][CH2:18][CH3:19])=[O:16])[C@H:13]3[CH2:20][C@@H:10]2[CH:11]=[CH:12]3)[CH3:8])[CH:6]=[CH:5][CH:4]=[CH:3][CH:2]=1. (3) Given the product [OH:9][CH2:10][C:11]1[CH:16]=[CH:15][C:14]([C:2]2[S:6][C:5]([CH:7]=[O:8])=[CH:4][CH:3]=2)=[CH:13][CH:12]=1, predict the reactants needed to synthesize it. The reactants are: Br[C:2]1[S:6][C:5]([CH:7]=[O:8])=[CH:4][CH:3]=1.[OH:9][CH2:10][C:11]1[CH:16]=[CH:15][C:14](B(O)O)=[CH:13][CH:12]=1.C(=O)([O-])[O-].[K+].[K+]. (4) Given the product [CH2:12]([O:11][C:10]1[C:9](=[O:19])[N:8]2[CH:20]=[C:21]([CH3:24])[CH:22]=[CH:23][C:7]2=[N:6][C:5]=1[C:3]([NH:25][NH2:26])=[O:4])[C:13]1[CH:18]=[CH:17][CH:16]=[CH:15][CH:14]=1, predict the reactants needed to synthesize it. The reactants are: CO[C:3]([C:5]1[N:6]=[C:7]2[CH:23]=[CH:22][C:21]([CH3:24])=[CH:20][N:8]2[C:9](=[O:19])[C:10]=1[O:11][CH2:12][C:13]1[CH:18]=[CH:17][CH:16]=[CH:15][CH:14]=1)=[O:4].[NH2:25][NH2:26]. (5) The reactants are: Cl[C:2]1[C:7]([C:8]#[N:9])=[C:6]([C:10]2[CH:18]=[CH:17][C:13]3[O:14][CH2:15][O:16][C:12]=3[CH:11]=2)[C:5]([C:19]#[N:20])=[C:4]([O:21][CH2:22][C:23]2[CH:28]=[CH:27][CH:26]=[CH:25][CH:24]=2)[N:3]=1.[OH:29][CH2:30][CH2:31][NH2:32].O. Given the product [OH:29][CH2:30][CH2:31][NH:32][C:2]1[C:7]([C:8]#[N:9])=[C:6]([C:10]2[CH:18]=[CH:17][C:13]3[O:14][CH2:15][O:16][C:12]=3[CH:11]=2)[C:5]([C:19]#[N:20])=[C:4]([O:21][CH2:22][C:23]2[CH:24]=[CH:25][CH:26]=[CH:27][CH:28]=2)[N:3]=1, predict the reactants needed to synthesize it.